The task is: Predict the product of the given reaction.. This data is from Forward reaction prediction with 1.9M reactions from USPTO patents (1976-2016). The product is: [F:27][C:28]1[CH:29]=[C:30]([NH:31][CH:3]([C:5]2[CH:6]=[C:7]([C:22]([N:24]([CH3:26])[CH3:25])=[O:23])[CH:8]=[C:9]3[C:14]=2[O:13][C:12]([N:15]2[CH2:20][CH2:19][O:18][CH2:17][CH2:16]2)=[CH:11][C:10]3=[O:21])[CH3:4])[CH:32]=[C:33]([F:35])[CH:34]=1. Given the reactants Br.Br[CH:3]([C:5]1[CH:6]=[C:7]([C:22]([N:24]([CH3:26])[CH3:25])=[O:23])[CH:8]=[C:9]2[C:14]=1[O:13][C:12]([N:15]1[CH2:20][CH2:19][O:18][CH2:17][CH2:16]1)=[CH:11][C:10]2=[O:21])[CH3:4].[F:27][C:28]1[CH:29]=[C:30]([CH:32]=[C:33]([F:35])[CH:34]=1)[NH2:31], predict the reaction product.